Dataset: NCI-60 drug combinations with 297,098 pairs across 59 cell lines. Task: Regression. Given two drug SMILES strings and cell line genomic features, predict the synergy score measuring deviation from expected non-interaction effect. (1) Drug 1: CN1C2=C(C=C(C=C2)N(CCCl)CCCl)N=C1CCCC(=O)O.Cl. Drug 2: C1CC(=O)NC(=O)C1N2C(=O)C3=CC=CC=C3C2=O. Cell line: K-562. Synergy scores: CSS=2.81, Synergy_ZIP=-4.90, Synergy_Bliss=-9.18, Synergy_Loewe=-5.81, Synergy_HSA=-6.85. (2) Drug 1: C1=CN(C(=O)N=C1N)C2C(C(C(O2)CO)O)O.Cl. Drug 2: C1CN1C2=NC(=NC(=N2)N3CC3)N4CC4. Cell line: HCT116. Synergy scores: CSS=58.3, Synergy_ZIP=-5.12, Synergy_Bliss=-5.60, Synergy_Loewe=-0.311, Synergy_HSA=1.77. (3) Drug 1: CC(CN1CC(=O)NC(=O)C1)N2CC(=O)NC(=O)C2. Drug 2: CC1=C2C(C(=O)C3(C(CC4C(C3C(C(C2(C)C)(CC1OC(=O)C(C(C5=CC=CC=C5)NC(=O)OC(C)(C)C)O)O)OC(=O)C6=CC=CC=C6)(CO4)OC(=O)C)O)C)O. Cell line: UO-31. Synergy scores: CSS=14.9, Synergy_ZIP=-6.00, Synergy_Bliss=-2.42, Synergy_Loewe=0.678, Synergy_HSA=0.862. (4) Drug 1: CC1=C2C(C(=O)C3(C(CC4C(C3C(C(C2(C)C)(CC1OC(=O)C(C(C5=CC=CC=C5)NC(=O)OC(C)(C)C)O)O)OC(=O)C6=CC=CC=C6)(CO4)OC(=O)C)OC)C)OC. Drug 2: CC1=C(C(CCC1)(C)C)C=CC(=CC=CC(=CC(=O)O)C)C. Cell line: SK-MEL-2. Synergy scores: CSS=37.5, Synergy_ZIP=4.46, Synergy_Bliss=3.38, Synergy_Loewe=-30.4, Synergy_HSA=2.82. (5) Drug 1: COC1=C(C=C2C(=C1)N=CN=C2NC3=CC(=C(C=C3)F)Cl)OCCCN4CCOCC4. Drug 2: C#CCC(CC1=CN=C2C(=N1)C(=NC(=N2)N)N)C3=CC=C(C=C3)C(=O)NC(CCC(=O)O)C(=O)O. Cell line: HL-60(TB). Synergy scores: CSS=9.95, Synergy_ZIP=-14.9, Synergy_Bliss=-26.5, Synergy_Loewe=-39.5, Synergy_HSA=-23.8.